Dataset: Reaction yield outcomes from USPTO patents with 853,638 reactions. Task: Predict the reaction yield, written as a fraction of the theoretical maximum amount of product (1.0 means a 100% yield; for example, 0.34 means a 34% yield). (1) The reactants are [F:1][C:2]1[CH:7]=[CH:6][CH:5]=[C:4]([O:8][C:9]2[CH:14]=[CH:13][C:12]([N+:15]([O-])=O)=[CH:11][CH:10]=2)[C:3]=1[F:18].O.NN. The catalyst is CO.[Ni]. The product is [F:18][C:3]1[C:2]([F:1])=[CH:7][CH:6]=[CH:5][C:4]=1[O:8][C:9]1[CH:10]=[CH:11][C:12]([NH2:15])=[CH:13][CH:14]=1. The yield is 0.870. (2) The reactants are CS(C)=O.C(Cl)(=O)C(Cl)=O.[OH:11][CH:12]1[C:16]2[N:17]=[CH:18][N:19]=[C:20]([N:21]3[CH2:26][CH2:25][N:24]([C:27]([O:29][C:30]([CH3:33])([CH3:32])[CH3:31])=[O:28])[CH2:23][CH2:22]3)[C:15]=2[C@H:14]([CH3:34])[CH2:13]1.C(N(CC)CC)C. The catalyst is C(Cl)Cl.CCOC(C)=O.O. The product is [CH3:34][C@H:14]1[C:15]2[C:20]([N:21]3[CH2:26][CH2:25][N:24]([C:27]([O:29][C:30]([CH3:33])([CH3:32])[CH3:31])=[O:28])[CH2:23][CH2:22]3)=[N:19][CH:18]=[N:17][C:16]=2[C:12](=[O:11])[CH2:13]1. The yield is 0.823. (3) The reactants are [NH2:1][C:2]1[CH:7]=[CH:6][C:5]([CH2:8][CH2:9][C:10]2[C:14]3[C:15](=[O:29])[N:16]([C:23]4[CH:28]=[CH:27][CH:26]=[CH:25][CH:24]=4)[C:17]4[N:18]=[CH:19][CH:20]=[CH:21][C:22]=4[C:13]=3[NH:12][N:11]=2)=[CH:4][CH:3]=1.[CH3:30][S:31](Cl)(=[O:33])=[O:32].O. The catalyst is N1C=CC=CC=1. The product is [CH3:30][S:31]([NH:1][C:2]1[CH:7]=[CH:6][C:5]([CH2:8][CH2:9][C:10]2[C:14]3[C:15](=[O:29])[N:16]([C:23]4[CH:24]=[CH:25][CH:26]=[CH:27][CH:28]=4)[C:17]4[N:18]=[CH:19][CH:20]=[CH:21][C:22]=4[C:13]=3[NH:12][N:11]=2)=[CH:4][CH:3]=1)(=[O:33])=[O:32]. The yield is 0.860. (4) The reactants are [CH3:1][C:2]([C:4]1[CH:9]=[CH:8][CH:7]=[CH:6][CH:5]=1)=[CH2:3].N12CCCN=C1CCCCC2.Br[CH:22]([C:28]([O:30][CH2:31][CH3:32])=[O:29])[C:23]([O:25][CH2:26][CH3:27])=[O:24]. The catalyst is C1(C)C=CC=CC=1.[Cu](Br)Br. The product is [CH2:26]([O:25][C:23]([C:22]1([C:28]([O:30][CH2:31][CH3:32])=[O:29])[CH2:1][C:2]1([CH3:3])[C:4]1[CH:9]=[CH:8][CH:7]=[CH:6][CH:5]=1)=[O:24])[CH3:27]. The yield is 0.450. (5) The catalyst is O.C(OCC)(=O)C. The yield is 0.550. The reactants are [Cl-].O[NH3+:3].[C:4](=[O:7])([O-])[OH:5].[Na+].CS(C)=O.[C:13]([C:15]1[CH:20]=[CH:19][CH:18]=[CH:17][C:16]=1[C:21]1[CH:26]=[CH:25][C:24]([CH2:27][C:28]2[C:33](=[O:34])[N:32]([C:35]3[CH:46]=[CH:45][C:38]([O:39][CH:40]([CH3:44])[C:41]([NH2:43])=[O:42])=[CH:37][CH:36]=3)[C:31]([CH3:47])=[N:30][C:29]=2[CH2:48][CH2:49][CH3:50])=[CH:23][CH:22]=1)#[N:14]. The product is [CH3:47][C:31]1[N:32]([C:35]2[CH:36]=[CH:37][C:38]([O:39][CH:40]([CH3:44])[C:41]([NH2:43])=[O:42])=[CH:45][CH:46]=2)[C:33](=[O:34])[C:28]([CH2:27][C:24]2[CH:23]=[CH:22][C:21]([C:16]3[CH:17]=[CH:18][CH:19]=[CH:20][C:15]=3[C:13]3[NH:3][C:4](=[O:7])[O:5][N:14]=3)=[CH:26][CH:25]=2)=[C:29]([CH2:48][CH2:49][CH3:50])[N:30]=1. (6) The reactants are [Li+].CC([N-]C(C)C)C.[F:9][C:10]1[CH:15]=[C:14]([C:16]([F:19])([F:18])[F:17])[CH:13]=[CH:12][C:11]=1[NH2:20].Cl[C:22]1[C:30]([C:31]([OH:33])=[O:32])=[C:29]2[N:25]([CH2:26][CH2:27][CH2:28]2)[C:24](=[O:34])[C:23]=1[F:35]. The catalyst is C1COCC1. The product is [F:35][C:23]1[C:24](=[O:34])[N:25]2[C:29](=[C:30]([C:31]([OH:33])=[O:32])[C:22]=1[NH:20][C:11]1[CH:12]=[CH:13][C:14]([C:16]([F:18])([F:19])[F:17])=[CH:15][C:10]=1[F:9])[CH2:28][CH2:27][CH2:26]2. The yield is 0.370. (7) The product is [CH3:1][O:2][C:3]1[C:11]([O:12][CH3:13])=[CH:10][CH:9]=[CH:8][C:4]=1[CH2:5][N:15]([CH3:14])[C:44](=[O:46])/[CH:43]=[CH:42]/[C:37]1[CH:38]=[N:39][C:40]2[NH:41][C:32](=[O:31])[CH2:33][CH2:34][C:35]=2[CH:36]=1. No catalyst specified. The reactants are [CH3:1][O:2][C:3]1[C:11]([O:12][CH3:13])=[CH:10][CH:9]=[CH:8][C:4]=1[CH2:5]CN.[CH3:14][NH:15]CC1C=CC2C(=CC=CC=2)C=1CCC.Cl.[O:31]=[C:32]1[NH:41][C:40]2[N:39]=[CH:38][C:37](/[CH:42]=[CH:43]/[C:44]([OH:46])=O)=[CH:36][C:35]=2[CH2:34][CH2:33]1.Cl.CN1CC2C=C(/C=C/C(O)=O)C=NC=2NC(=O)C1. The yield is 0.610. (8) The yield is 0.350. The reactants are Cl[C:2]1[CH:7]=[C:6]([Cl:8])[N:5]=[CH:4][N:3]=1.C1C=CC(P(C2C=CC=CC=2)C2C=CC=CC=2)=CC=1.[Cl:28][C:29]1[CH:30]=[C:31](B(O)O)[CH:32]=[CH:33][C:34]=1[C:35]([F:38])([F:37])[F:36].[O-]P([O-])([O-])=O.[K+].[K+].[K+]. The catalyst is O. The product is [Cl:8][C:6]1[CH:7]=[C:2]([C:31]2[CH:32]=[CH:33][C:34]([C:35]([F:37])([F:38])[F:36])=[C:29]([Cl:28])[CH:30]=2)[N:3]=[CH:4][N:5]=1. (9) The reactants are Br[C:2]1[CH:3]=[C:4]([C:9]2[N:10]=[C:11]([CH:21]([CH3:23])[CH3:22])[NH:12][C:13]=2[C:14]2[CH:19]=[CH:18][CH:17]=[C:16]([CH3:20])[N:15]=2)[CH:5]=[CH:6][C:7]=1[F:8].CC1(C)C(C)(C)OB([C:32]2[CH:46]=[CH:45][C:35]([C:36]([NH:38][CH:39]3[CH2:44][CH2:43][O:42][CH2:41][CH2:40]3)=[O:37])=[CH:34][CH:33]=2)O1. No catalyst specified. The product is [O:42]1[CH2:43][CH2:44][CH:39]([NH:38][C:36](=[O:37])[C:35]2[CH:45]=[CH:46][C:32]([C:2]3[CH:3]=[C:4]([C:9]4[N:10]=[C:11]([CH:21]([CH3:23])[CH3:22])[NH:12][C:13]=4[C:14]4[CH:19]=[CH:18][CH:17]=[C:16]([CH3:20])[N:15]=4)[CH:5]=[CH:6][C:7]=3[F:8])=[CH:33][CH:34]=2)[CH2:40][CH2:41]1. The yield is 0.610. (10) The reactants are Cl[C:2]1[N:7]=[C:6]([C:8]2[CH:13]=[CH:12][C:11]([N+:14]([O-])=O)=[CH:10][CH:9]=2)[N:5]=[C:4]([N:17]2[CH2:23][CH:22]3[O:24][CH:19]([CH2:20][CH2:21]3)[CH2:18]2)[CH:3]=1.[H-].[Na+].[H][H]. The catalyst is CC(O)C. The product is [CH:22]([O:24][C:2]1[CH:3]=[C:4]([N:17]2[CH2:23][CH:22]3[O:24][CH:19]([CH2:20][CH2:21]3)[CH2:18]2)[N:5]=[C:6]([C:8]2[CH:13]=[CH:12][C:11]([NH2:14])=[CH:10][CH:9]=2)[N:7]=1)([CH3:23])[CH3:21]. The yield is 1.00.